This data is from Forward reaction prediction with 1.9M reactions from USPTO patents (1976-2016). The task is: Predict the product of the given reaction. (1) Given the reactants [C:1]([NH:4][C:5]1[CH:21]=[CH:20][C:8]([O:9][CH2:10][CH2:11][C:12]([CH3:19])([CH3:18])[C:13]([O:15][CH2:16][CH3:17])=[O:14])=[CH:7][C:6]=1[NH2:22])(=[O:3])[CH3:2].[Cl:23][C:24]1[CH:29]=[C:28]([Cl:30])[CH:27]=[CH:26][C:25]=1[CH2:31]Cl.C([O-])([O-])=O.[K+].[K+].CN(C=O)C, predict the reaction product. The product is: [C:1]([NH:4][C:5]1[CH:21]=[CH:20][C:8]([O:9][CH2:10][CH2:11][C:12]([CH3:18])([CH3:19])[C:13]([O:15][CH2:16][CH3:17])=[O:14])=[CH:7][C:6]=1[NH:22][CH2:31][C:25]1[CH:26]=[CH:27][C:28]([Cl:30])=[CH:29][C:24]=1[Cl:23])(=[O:3])[CH3:2]. (2) Given the reactants [Cl:1][C:2]1[CH:7]=[CH:6][C:5]([C:8]2[CH:15]=[CH:14][C:11]([CH:12]=O)=[CH:10][CH:9]=2)=[CH:4][CH:3]=1.[N+:16]([CH2:19][CH3:20])([O-:18])=[O:17].C(=O)([O-])[O-].[NH4+].[NH4+], predict the reaction product. The product is: [Cl:1][C:2]1[CH:7]=[CH:6][C:5]([C:8]2[CH:15]=[CH:14][C:11]([CH:12]=[C:19]([N+:16]([O-:18])=[O:17])[CH3:20])=[CH:10][CH:9]=2)=[CH:4][CH:3]=1. (3) Given the reactants C[Si](Cl)(C)C.[C:6]([O:10][C:11](=[O:14])[CH2:12]Br)([CH3:9])([CH3:8])[CH3:7].[CH3:15][O:16][C:17]1[C:22]([O:23][CH3:24])=[C:21]([C:25](=[O:28])[CH2:26][CH3:27])[CH:20]=[CH:19][N:18]=1, predict the reaction product. The product is: [C:6]([O:10][C:11](=[O:14])[CH2:12][C:25]([C:21]1[CH:20]=[CH:19][N:18]=[C:17]([O:16][CH3:15])[C:22]=1[O:23][CH3:24])([OH:28])[CH2:26][CH3:27])([CH3:9])([CH3:8])[CH3:7]. (4) Given the reactants Br[C:2]1[CH:7]=[CH:6][C:5]([O:8][CH3:9])=[C:4]([O:10][CH3:11])[C:3]=1[O:12][CH2:13][CH:14]([CH3:16])[CH3:15].[Li]CCCC.[B:22](OC)([O:25]C)[O:23]C.[NH4+].[Cl-].Cl, predict the reaction product. The product is: [CH3:11][O:10][C:4]1[C:3]([O:12][CH2:13][CH:14]([CH3:16])[CH3:15])=[C:2]([B:22]([OH:25])[OH:23])[CH:7]=[CH:6][C:5]=1[O:8][CH3:9].